Dataset: Peptide-MHC class I binding affinity with 185,985 pairs from IEDB/IMGT. Task: Regression. Given a peptide amino acid sequence and an MHC pseudo amino acid sequence, predict their binding affinity value. This is MHC class I binding data. (1) The peptide sequence is NLVQYRILPM. The MHC is HLA-A02:01 with pseudo-sequence HLA-A02:01. The binding affinity (normalized) is 0.328. (2) The peptide sequence is GLDKGLSSL. The MHC is Mamu-B8701 with pseudo-sequence Mamu-B8701. The binding affinity (normalized) is 0.525. (3) The peptide sequence is KSYCQPLPE. The MHC is HLA-A30:01 with pseudo-sequence HLA-A30:01. The binding affinity (normalized) is 0.0847. (4) The peptide sequence is NFIPIIYSK. The MHC is HLA-A03:01 with pseudo-sequence HLA-A03:01. The binding affinity (normalized) is 0.162.